From a dataset of Full USPTO retrosynthesis dataset with 1.9M reactions from patents (1976-2016). Predict the reactants needed to synthesize the given product. (1) Given the product [N:1]1[C:10]2[C:5](=[CH:6][CH:7]=[CH:8][CH:9]=2)[CH:4]=[CH:3][C:2]=1[CH2:11][O:12][C:13]1[CH:14]=[CH:15][C:16]([NH:19][NH2:20])=[CH:17][CH:18]=1, predict the reactants needed to synthesize it. The reactants are: [N:1]1[C:10]2[C:5](=[CH:6][CH:7]=[CH:8][CH:9]=2)[CH:4]=[CH:3][C:2]=1[CH2:11][O:12][C:13]1[CH:18]=[CH:17][C:16]([NH2:19])=[CH:15][CH:14]=1.[N:20]([O-])=O.[Na+].[Sn]. (2) Given the product [F:49][C:2]([F:48])([F:1])[C:3]1[CH:4]=[C:5]([CH:41]=[C:42]([C:44]([F:46])([F:47])[F:45])[CH:43]=1)[C:6]([N:8]1[CH2:12][C@@:11]([CH2:20][CH2:21][N:22]2[CH2:27][CH2:26][C:25]3([C:35]4[C:30](=[CH:31][CH:32]=[CH:33][CH:34]=4)[CH2:29][C@@H:28]3[O:36][CH2:37][C:38]([N:52]([CH3:53])[CH2:55][CH2:56][CH2:64][NH:65][CH3:66])=[O:39])[CH2:24][CH2:23]2)([C:13]2[CH:18]=[CH:17][C:16]([F:19])=[CH:15][CH:14]=2)[O:10][CH2:9]1)=[O:7], predict the reactants needed to synthesize it. The reactants are: [F:1][C:2]([F:49])([F:48])[C:3]1[CH:4]=[C:5]([CH:41]=[C:42]([C:44]([F:47])([F:46])[F:45])[CH:43]=1)[C:6]([N:8]1[CH2:12][C@@:11]([CH2:20][CH2:21][N:22]2[CH2:27][CH2:26][C:25]3([C:35]4[C:30](=[CH:31][CH:32]=[CH:33][CH:34]=4)[CH2:29][C@@H:28]3[O:36][CH2:37][C:38](O)=[O:39])[CH2:24][CH2:23]2)([C:13]2[CH:18]=[CH:17][C:16]([F:19])=[CH:15][CH:14]=2)[O:10][CH2:9]1)=[O:7].C([N:52]([CH2:55][CH3:56])[CH2:53]C)C.C(Cl)(=O)C(C)(C)C.[CH3:64][NH:65][CH:66](NC)CC. (3) The reactants are: [C:1]1([C:7](=O)[CH2:8][C:9]([O:11]CCC#N)=[O:10])[CH:6]=[CH:5][CH:4]=[CH:3][CH:2]=1.[N+:17]([C:20]1[CH:27]=[CH:26][C:23]([CH:24]=O)=[CH:22][CH:21]=1)([O-:19])=[O:18].[NH2:28]/[C:29](/[CH3:35])=[CH:30]\[C:31]([O:33][CH3:34])=[O:32]. Given the product [CH3:34][O:33][C:31]([C:30]1[CH:24]([C:23]2[CH:26]=[CH:27][C:20]([N+:17]([O-:19])=[O:18])=[CH:21][CH:22]=2)[C:8]([C:9]([OH:11])=[O:10])=[C:7]([C:1]2[CH:2]=[CH:3][CH:4]=[CH:5][CH:6]=2)[NH:28][C:29]=1[CH3:35])=[O:32], predict the reactants needed to synthesize it. (4) The reactants are: [N+:1]([C:4]1[CH:9]=[CH:8][C:7]([C:10](=O)[CH2:11][NH:12][C:13]([CH:15]2[CH2:20][CH2:19][CH:18]([CH2:21][C:22]([O:24][CH2:25][CH3:26])=[O:23])[CH2:17][CH2:16]2)=O)=[CH:6][CH:5]=1)([O-:3])=[O:2].COC1C=CC(P2(SP(C3C=CC(OC)=CC=3)(=S)S2)=[S:37])=CC=1.C([O-])(O)=O.[Na+]. Given the product [N+:1]([C:4]1[CH:9]=[CH:8][C:7]([C:10]2[S:37][C:13]([CH:15]3[CH2:20][CH2:19][CH:18]([CH2:21][C:22]([O:24][CH2:25][CH3:26])=[O:23])[CH2:17][CH2:16]3)=[N:12][CH:11]=2)=[CH:6][CH:5]=1)([O-:3])=[O:2], predict the reactants needed to synthesize it. (5) Given the product [CH2:11]([N:18]1[CH2:23][CH2:22][N:21]([C:2]2[CH:7]=[CH:6][C:5]([N+:8]([O-:10])=[O:9])=[CH:4][CH:3]=2)[CH2:20][CH2:19]1)[C:12]1[CH:13]=[CH:14][CH:15]=[CH:16][CH:17]=1, predict the reactants needed to synthesize it. The reactants are: Br[C:2]1[CH:7]=[CH:6][C:5]([N+:8]([O-:10])=[O:9])=[CH:4][CH:3]=1.[CH2:11]([N:18]1[CH2:23][CH2:22][NH:21][CH2:20][CH2:19]1)[C:12]1[CH:17]=[CH:16][CH:15]=[CH:14][CH:13]=1. (6) Given the product [C:1]([CH:3]1[CH2:4][N:5]([C:7](=[O:45])[C@H:8]([NH:10][C:11]([C:13]2[C:21]3[C:16](=[N:17][CH:18]=[C:19]([C:22]4[C:30]5[C:25](=[CH:26][C:27]([Cl:31])=[CH:28][CH:29]=5)[N:24]([CH2:32][CH2:33][N:34]([CH3:36])[CH3:35])[N:23]=4)[N:20]=3)[NH:15][CH:14]=2)=[O:12])[CH3:9])[CH2:6]1)#[N:2], predict the reactants needed to synthesize it. The reactants are: [C:1]([CH:3]1[CH2:6][N:5]([C:7](=[O:45])[C@H:8]([NH:10][C:11]([C:13]2[C:21]3[C:16](=[N:17][CH:18]=[C:19]([C:22]4[C:30]5[C:25](=[CH:26][C:27]([Cl:31])=[CH:28][CH:29]=5)[N:24]([CH2:32][CH2:33][N:34]([CH3:36])[CH3:35])[N:23]=4)[N:20]=3)[N:15](COCC[Si](C)(C)C)[CH:14]=2)=[O:12])[CH3:9])[CH2:4]1)#[N:2].C(O)(C(F)(F)F)=O.C(N)CN.